Dataset: Forward reaction prediction with 1.9M reactions from USPTO patents (1976-2016). Task: Predict the product of the given reaction. (1) Given the reactants [F:1][C:2]1[CH:32]=[CH:31][CH:30]=[CH:29][C:3]=1[CH2:4][N:5]1[C:9]([O:10][CH3:11])=[CH:8][C:7]([C:12]2[N:17]=[C:16]([NH:18][C:19]3[CH:24]=[CH:23][N:22]=[CH:21][C:20]=3[C:25]#[N:26])[C:15]([O:27][CH3:28])=[CH:14][N:13]=2)=[N:6]1.S(=O)(=O)(O)[OH:34].[OH-].[Na+], predict the reaction product. The product is: [F:1][C:2]1[CH:32]=[CH:31][CH:30]=[CH:29][C:3]=1[CH2:4][N:5]1[C:9]([O:10][CH3:11])=[CH:8][C:7]([C:12]2[N:17]=[C:16]([NH:18][C:19]3[CH:24]=[CH:23][N:22]=[CH:21][C:20]=3[C:25]([NH2:26])=[O:34])[C:15]([O:27][CH3:28])=[CH:14][N:13]=2)=[N:6]1. (2) Given the reactants [Br:1][C:2]1[CH:3]=[C:4]2[C:9](=[C:10]([N:12]3[CH2:17][CH2:16][N:15]([C:18]([O:20][C:21]([CH3:24])([CH3:23])[CH3:22])=[O:19])[CH2:14][CH2:13]3)[CH:11]=1)[N:8]=[C:7](/[CH:25]=[CH:26]/[C:27]([O:29][CH3:30])=[O:28])[CH:6]=[CH:5]2.O, predict the reaction product. The product is: [Br:1][C:2]1[CH:3]=[C:4]2[C:9](=[C:10]([N:12]3[CH2:17][CH2:16][N:15]([C:18]([O:20][C:21]([CH3:24])([CH3:23])[CH3:22])=[O:19])[CH2:14][CH2:13]3)[CH:11]=1)[N:8]=[C:7]([CH2:25][CH2:26][C:27]([O:29][CH3:30])=[O:28])[CH:6]=[CH:5]2. (3) Given the reactants [NH:1]1[CH2:4][CH:3]([C:5]2[CH:27]=[CH:26][C:8]3[C:9]4[N:10]=[C:11]([C:17]5[N:18]([CH:23]([CH3:25])[CH3:24])[N:19]=[C:20]([CH3:22])[N:21]=5)[S:12][C:13]=4[CH2:14][CH2:15][O:16][C:7]=3[CH:6]=2)[CH2:2]1.[Si]([O:35][CH2:36][CH2:37][CH:38]=O)(C(C)(C)C)(C)C, predict the reaction product. The product is: [CH:23]([N:18]1[C:17]([C:11]2[S:12][C:13]3[CH2:14][CH2:15][O:16][C:7]4[CH:6]=[C:5]([CH:3]5[CH2:4][N:1]([CH2:38][CH2:37][CH2:36][OH:35])[CH2:2]5)[CH:27]=[CH:26][C:8]=4[C:9]=3[N:10]=2)=[N:21][C:20]([CH3:22])=[N:19]1)([CH3:25])[CH3:24]. (4) Given the reactants [C:1]([O:5][C:6](=[O:27])[NH:7][C:8]1[CH:13]=[CH:12][C:11]([CH2:14][CH2:15][C:16]2[N:17]=[C:18]([NH:23][C:24](=[O:26])[CH3:25])[S:19][C:20]=2[CH:21]=O)=[CH:10][CH:9]=1)([CH3:4])([CH3:3])[CH3:2].Cl.[CH3:29][N:30]([CH3:38])[C:31]([C@@H:33]1[CH2:37][CH2:36][CH2:35][NH:34]1)=[O:32].C(N(C(C)C)CC)(C)C.C(O[BH-](OC(=O)C)OC(=O)C)(=O)C.[Na+].[NH4+].[Cl-], predict the reaction product. The product is: [C:1]([O:5][C:6](=[O:27])[NH:7][C:8]1[CH:9]=[CH:10][C:11]([CH2:14][CH2:15][C:16]2[N:17]=[C:18]([NH:23][C:24](=[O:26])[CH3:25])[S:19][C:20]=2[CH2:21][N:34]2[CH2:35][CH2:36][CH2:37][C@H:33]2[C:31]([N:30]([CH3:38])[CH3:29])=[O:32])=[CH:12][CH:13]=1)([CH3:3])([CH3:4])[CH3:2].